From a dataset of Forward reaction prediction with 1.9M reactions from USPTO patents (1976-2016). Predict the product of the given reaction. (1) Given the reactants C([Li])CCC.Br[C:7]1[CH:8]=[N:9][CH:10]=[CH:11][CH:12]=1.[Si:13]([O:20][CH2:21]/[CH:22]=[N:23]/[S@:24]([C:26]([CH3:29])([CH3:28])[CH3:27])=[O:25])([C:16]([CH3:19])([CH3:18])[CH3:17])([CH3:15])[CH3:14], predict the reaction product. The product is: [Si:13]([O:20][CH2:21][C@@H:22]([NH:23][S@:24]([C:26]([CH3:29])([CH3:28])[CH3:27])=[O:25])[C:7]1[CH:8]=[N:9][CH:10]=[CH:11][CH:12]=1)([C:16]([CH3:19])([CH3:18])[CH3:17])([CH3:15])[CH3:14]. (2) Given the reactants [CH3:1][NH:2][CH3:3].CCN(CC)CC.[Br:11][CH:12]([CH2:16][CH2:17][CH2:18][Br:19])[C:13](Cl)=[O:14], predict the reaction product. The product is: [Br:11][CH:12]([CH2:16][CH2:17][CH2:18][Br:19])[C:13]([N:2]([CH3:3])[CH3:1])=[O:14]. (3) Given the reactants COC1C=CC(CCC2C=CC(OC)=CC=2)=C(NCC2C=CC(OCCN3CCCCC3)=CC=2)C=1.C[O:37][C:38]1[CH:39]=[CH:40][C:41]([CH2:62][CH2:63][C:64]2[CH:69]=[CH:68][C:67]([O:70]C)=[CH:66][CH:65]=2)=[C:42]([N:44]([CH3:61])[CH2:45][C:46]2[CH:51]=[CH:50][C:49]([O:52][CH2:53][CH2:54][N:55]3[CH2:60][CH2:59][CH2:58][CH2:57][CH2:56]3)=[CH:48][CH:47]=2)[CH:43]=1, predict the reaction product. The product is: [OH:70][C:67]1[CH:68]=[CH:69][C:64]([CH2:63][CH2:62][C:41]2[CH:40]=[CH:39][C:38]([OH:37])=[CH:43][C:42]=2[N:44]([CH3:61])[CH2:45][C:46]2[CH:51]=[CH:50][C:49]([O:52][CH2:53][CH2:54][N:55]3[CH2:56][CH2:57][CH2:58][CH2:59][CH2:60]3)=[CH:48][CH:47]=2)=[CH:65][CH:66]=1. (4) Given the reactants [Cl:1][C:2]1[CH:7]=[CH:6][C:5]([CH:8]2[N:13]3[CH:14]=[C:15]([C:17]4[CH:22]=[CH:21][CH:20]=[CH:19][C:18]=4[O:23][CH3:24])[N:16]=[C:12]3[NH:11][C:10]([CH3:25])=[C:9]2[C:26]#[N:27])=[CH:4][C:3]=1[F:28].ClC1C(=O)C(C#N)=C(C#N)C(=O)C=1Cl, predict the reaction product. The product is: [Cl:1][C:2]1[CH:7]=[CH:6][C:5]([C:8]2[N:13]3[CH:14]=[C:15]([C:17]4[CH:22]=[CH:21][CH:20]=[CH:19][C:18]=4[O:23][CH3:24])[N:16]=[C:12]3[N:11]=[C:10]([CH3:25])[C:9]=2[C:26]#[N:27])=[CH:4][C:3]=1[F:28]. (5) Given the reactants [CH3:1][O:2][C:3](=[O:21])[CH2:4][NH:5][C:6]1[CH:7]=[N:8][CH:9]=[CH:10][C:11]=1[C:12]1[CH:17]=[CH:16][C:15]([F:18])=[CH:14][C:13]=1[O:19][CH3:20].[CH3:22][S:23]([C:26]1[CH:27]=[C:28]([CH:32]=[C:33]([C:35]([F:38])([F:37])[F:36])[CH:34]=1)[C:29](O)=[O:30])(=[O:25])=[O:24], predict the reaction product. The product is: [CH3:1][O:2][C:3](=[O:21])[CH2:4][N:5]([C:6]1[CH:7]=[N:8][CH:9]=[CH:10][C:11]=1[C:12]1[CH:17]=[CH:16][C:15]([F:18])=[CH:14][C:13]=1[O:19][CH3:20])[C:29](=[O:30])[C:28]1[CH:32]=[C:33]([C:35]([F:38])([F:36])[F:37])[CH:34]=[C:26]([S:23]([CH3:22])(=[O:25])=[O:24])[CH:27]=1. (6) Given the reactants [CH3:1][N:2]([CH3:5])[CH:3]=O.[C:6](Cl)(=[O:10])[C:7](Cl)=O.[P:12]([O:19][CH2:20][CH3:21])([O:16][CH2:17][CH3:18])[O:13]CC, predict the reaction product. The product is: [CH3:1][N:2]([CH:3]([P:12](=[O:13])([O:10][CH2:6][CH3:7])[O:16][CH2:17][CH3:18])[P:12](=[O:13])([O:16][CH2:17][CH3:18])[O:19][CH2:20][CH3:21])[CH3:5].